Dataset: Reaction yield outcomes from USPTO patents with 853,638 reactions. Task: Predict the reaction yield, written as a fraction of the theoretical maximum amount of product (1.0 means a 100% yield; for example, 0.34 means a 34% yield). (1) The reactants are [C:1]([O:5][C:6]([N:8]1[CH2:13][C@H:12]([CH2:14][N:15]=[N+]=[N-])[N:11]([CH2:18][C:19]([N:21]2[C:29]3[C:24](=[CH:25][CH:26]=[C:27]([Cl:30])[CH:28]=3)[C:23]([CH3:32])([CH3:31])[CH2:22]2)=[O:20])[CH2:10][C@H:9]1[CH3:33])=[O:7])([CH3:4])([CH3:3])[CH3:2].[C:34]([OH:37])(=S)[CH3:35]. No catalyst specified. The product is [C:1]([O:5][C:6]([N:8]1[CH2:13][C@H:12]([CH2:14][NH:15][C:34](=[O:37])[CH3:35])[N:11]([CH2:18][C:19]([N:21]2[C:29]3[C:24](=[CH:25][CH:26]=[C:27]([Cl:30])[CH:28]=3)[C:23]([CH3:32])([CH3:31])[CH2:22]2)=[O:20])[CH2:10][C@H:9]1[CH3:33])=[O:7])([CH3:4])([CH3:3])[CH3:2]. The yield is 0.560. (2) The reactants are [CH3:1][C:2]([CH3:23])([S@:4]([NH:6][C@@H:7]([C:17]1[CH:22]=[CH:21][CH:20]=[CH:19][CH:18]=1)[C:8]1[CH:16]=[CH:15][C:11]([C:12](O)=[O:13])=[CH:10][CH:9]=1)=[O:5])[CH3:3].[CH3:24][O:25][C:26]1[CH:35]=[CH:34][C:29]2[N:30]=[C:31]([NH2:33])[S:32][C:28]=2[CH:27]=1. No catalyst specified. The product is [CH3:1][C:2]([CH3:23])([S@:4]([NH:6][C@@H:7]([C:17]1[CH:22]=[CH:21][CH:20]=[CH:19][CH:18]=1)[C:8]1[CH:16]=[CH:15][C:11]([C:12]([NH:33][C:31]2[S:32][C:28]3[CH:27]=[C:26]([O:25][CH3:24])[CH:35]=[CH:34][C:29]=3[N:30]=2)=[O:13])=[CH:10][CH:9]=1)=[O:5])[CH3:3]. The yield is 0.610. (3) The reactants are Cl.[CH3:2][C:3]([CH2:14][C:15]1[CH:20]=[CH:19][N:18]=[CH:17][CH:16]=1)(C(OCC)=O)[C:4]([O:6]CC)=[O:5]. No catalyst specified. The product is [CH3:2][CH:3]([CH2:14][C:15]1[CH:20]=[CH:19][N:18]=[CH:17][CH:16]=1)[C:4]([OH:6])=[O:5]. The yield is 0.820. (4) The reactants are [Cl:1][CH2:2][CH2:3][CH2:4][CH2:5][N:6]1[CH:11]=[C:10](C2(C)C=CC=CN2)[C:9](=[O:19])[NH:8][C:7]1=[O:20].[F:21][C:22]([F:36])([F:35])[C:23]1[CH:28]=[CH:27][C:26]([C@:29]23[CH2:34][C@H:33]2[CH2:32][NH:31][CH2:30]3)=[CH:25][CH:24]=1.CC[N:39]([CH:43]([CH3:45])[CH3:44])[CH:40]([CH3:42])C.[CH3:46]CO. No catalyst specified. The product is [ClH:1].[ClH:1].[CH3:45][C:43]1[C:44]([C:10]2[C:9](=[O:19])[NH:8][C:7](=[O:20])[N:6]([CH2:5][CH2:4][CH2:3][CH2:2][N:31]3[CH2:32][C@H:33]4[C@:29]([C:26]5[CH:25]=[CH:24][C:23]([C:22]([F:21])([F:35])[F:36])=[CH:28][CH:27]=5)([CH2:34]4)[CH2:30]3)[CH:11]=2)=[CH:46][CH:42]=[CH:40][N:39]=1. The yield is 0.360.